This data is from Catalyst prediction with 721,799 reactions and 888 catalyst types from USPTO. The task is: Predict which catalyst facilitates the given reaction. (1) Reactant: [C:1]([O:5][C:6]([NH:8][C@@H:9]([C@H:17]([CH2:22][CH:23]=[CH2:24])[C:18]([O:20][CH3:21])=[O:19])[C:10](=[O:16])[N:11]1[CH2:15][CH2:14][CH2:13][CH2:12]1)=[O:7])([CH3:4])([CH3:3])[CH3:2]. Product: [C:1]([O:5][C:6]([NH:8][C@@H:9]([C@H:17]([CH2:22][CH2:23][CH3:24])[C:18]([O:20][CH3:21])=[O:19])[C:10](=[O:16])[N:11]1[CH2:12][CH2:13][CH2:14][CH2:15]1)=[O:7])([CH3:4])([CH3:3])[CH3:2]. The catalyst class is: 78. (2) Reactant: CC1(C)C(C)(C)OB([C:9]2[CH:15]=[CH:14][C:12]([NH2:13])=[CH:11][CH:10]=2)O1.C(=O)([O-])[O-].[K+].[K+].Br[C:24]1[C:25]([NH2:46])=[N:26][CH:27]=[C:28]([C:30]2[CH:35]=[CH:34][C:33]([O:36][CH2:37][CH2:38][N:39]3[CH2:43][CH2:42][CH2:41][CH2:40]3)=[C:32]([O:44][CH3:45])[CH:31]=2)[CH:29]=1. Product: [NH2:13][C:12]1[CH:11]=[CH:10][C:9]([C:24]2[C:25]([NH2:46])=[N:26][CH:27]=[C:28]([C:30]3[CH:35]=[CH:34][C:33]([O:36][CH2:37][CH2:38][N:39]4[CH2:43][CH2:42][CH2:41][CH2:40]4)=[C:32]([O:44][CH3:45])[CH:31]=3)[CH:29]=2)=[CH:15][CH:14]=1. The catalyst class is: 70. (3) Reactant: [Br:1][C:2]1[CH:3]=[CH:4][C:5]([O:29]C)=[C:6]2[C:11]=1[CH:10]([NH:12][C:13]1[CH:21]=[CH:20][CH:19]=[C:18]3[C:14]=1[CH:15]=[N:16][NH:17]3)[C:9]([C:23]([F:26])([F:25])[F:24])([OH:22])[CH2:8][C:7]2([CH3:28])[CH3:27].B(Br)(Br)Br.C(=O)(O)[O-].[Na+]. Product: [Br:1][C:2]1[C:11]2[CH:10]([NH:12][C:13]3[CH:21]=[CH:20][CH:19]=[C:18]4[C:14]=3[CH:15]=[N:16][NH:17]4)[C:9]([C:23]([F:24])([F:25])[F:26])([OH:22])[CH2:8][C:7]([CH3:27])([CH3:28])[C:6]=2[C:5]([OH:29])=[CH:4][CH:3]=1. The catalyst class is: 13. (4) Reactant: S(=O)(=O)(O)O.[CH3:6][C:7](O)([CH3:15])[CH2:8][C:9]1[CH:14]=[CH:13][CH:12]=[CH:11][CH:10]=1.[C:17](#[N:19])[CH3:18]. Product: [CH3:18][C:17]1[C:14]2[C:9](=[CH:10][CH:11]=[CH:12][CH:13]=2)[CH2:8][C:7]([CH3:15])([CH3:6])[N:19]=1. The catalyst class is: 48. (5) Reactant: [NH:1]1[CH2:6][CH2:5][C:4](=[C:7]([C:10]2[CH:15]=[CH:14][CH:13]=[CH:12][N:11]=2)[C:8]#[N:9])[CH2:3][CH2:2]1.[CH3:16][CH2:17][N:18](CC)CC.ClCC#N. Product: [C:17]([CH2:16][N:1]1[CH2:6][CH2:5][C:4](=[C:7]([C:10]2[CH:15]=[CH:14][CH:13]=[CH:12][N:11]=2)[C:8]#[N:9])[CH2:3][CH2:2]1)#[N:18]. The catalyst class is: 1. (6) Reactant: C(N(CC)C(C)C)(C)C.Cl.[NH:11]1[C:16](=[O:17])[CH2:15][NH:14][CH2:13][C:12]1=[O:18].CCN=C=NCCCN(C)C.C1C=CC2N(O)N=NC=2C=1.[CH2:40]([C:42]1[C:58]([F:59])=[CH:57][C:45]([O:46][C:47]2[CH:55]=[CH:54][C:50]([C:51](O)=[O:52])=[CH:49][C:48]=2[F:56])=[C:44]([O:60][CH3:61])[CH:43]=1)[CH3:41].[Cl-].[NH4+]. Product: [CH2:40]([C:42]1[C:58]([F:59])=[CH:57][C:45]([O:46][C:47]2[CH:55]=[CH:54][C:50]([C:51]([N:14]3[CH2:15][C:16](=[O:17])[NH:11][C:12](=[O:18])[CH2:13]3)=[O:52])=[CH:49][C:48]=2[F:56])=[C:44]([O:60][CH3:61])[CH:43]=1)[CH3:41]. The catalyst class is: 4. (7) Reactant: [F:1][C:2]1[CH:7]=[CH:6][C:5]([S:8][CH2:9][CH2:10][CH2:11][C:12]([OH:14])=O)=[CH:4][CH:3]=1.NC1C2C(=CC=CC=2)C=CN=1.[F:26][C:27]1[CH:32]=[CH:31][C:30]([S:33][CH2:34][CH2:35][CH2:36][C:37]([NH:39][C:40]2[C:49]3[C:44](=[CH:45][CH:46]=[CH:47][CH:48]=3)[CH:43]=[CH:42][N:41]=2)=[O:38])=[CH:29][CH:28]=1.[H-].[Na+].IC. Product: [F:26][C:27]1[CH:32]=[CH:31][C:30]([S:33][CH2:34][CH2:35][CH2:36][C:37]([NH:39][C:40]2[C:49]3[C:44](=[CH:45][CH:46]=[CH:47][CH:48]=3)[CH:43]=[CH:42][N:41]=2)=[O:38])=[CH:29][CH:28]=1.[F:1][C:2]1[CH:3]=[CH:4][C:5]([S:8][CH2:9][CH2:10][CH2:11][C:12]([N:39]([C:40]2[C:49]3[C:44](=[CH:45][CH:46]=[CH:47][CH:48]=3)[CH:43]=[CH:42][N:41]=2)[CH3:37])=[O:14])=[CH:6][CH:7]=1. The catalyst class is: 35.